This data is from Reaction yield outcomes from USPTO patents with 853,638 reactions. The task is: Predict the reaction yield, written as a fraction of the theoretical maximum amount of product (1.0 means a 100% yield; for example, 0.34 means a 34% yield). (1) The reactants are [NH2:1][C:2]12[CH2:11][CH:6]3[CH2:7][CH:8]([CH2:10][CH:4]([CH2:5]3)[CH:3]1[OH:12])[CH2:9]2.C(N(CC)CC)C.[CH3:20][C:21]([O:24][C:25](O[C:25]([O:24][C:21]([CH3:23])([CH3:22])[CH3:20])=[O:26])=[O:26])([CH3:23])[CH3:22]. The catalyst is ClCCl. The product is [C:21]([O:24][C:25](=[O:26])[NH:1][C:2]12[CH2:9][CH:8]3[CH2:7][CH:6]([CH2:5][CH:4]([CH2:10]3)[CH:3]1[OH:12])[CH2:11]2)([CH3:23])([CH3:22])[CH3:20]. The yield is 0.900. (2) The reactants are C([O:5][C:6](=[O:37])[C:7]([S:10][C:11]1[CH:12]=[C:13]2[C:17](=[CH:18][CH:19]=1)[CH2:16][CH:15]([N:20]([CH2:35][CH3:36])[C:21]([NH:23][C:24]1[CH:29]=[CH:28][C:27]([O:30][C:31]([F:34])([F:33])[F:32])=[CH:26][CH:25]=1)=[O:22])[CH2:14]2)([CH3:9])[CH3:8])(C)(C)C.C(O)(C(F)(F)F)=O. The catalyst is C(Cl)Cl. The product is [CH2:35]([N:20]([CH:15]1[CH2:14][C:13]2[C:17](=[CH:18][CH:19]=[C:11]([S:10][C:7]([CH3:8])([CH3:9])[C:6]([OH:37])=[O:5])[CH:12]=2)[CH2:16]1)[C:21]([NH:23][C:24]1[CH:25]=[CH:26][C:27]([O:30][C:31]([F:34])([F:32])[F:33])=[CH:28][CH:29]=1)=[O:22])[CH3:36]. The yield is 0.730. (3) The reactants are [NH2:1][CH2:2][CH:3]1[NH:7][C:6](=[O:8])[CH2:5][CH2:4]1.[I:9][C:10]1[CH:11]=[C:12]2[C:17](=[CH:18][CH:19]=1)[C:16](=[O:20])[NH:15][C:14](=[O:21])[C:13]2=[CH:22]OC. The catalyst is CN(C)C=O. The product is [I:9][C:10]1[CH:11]=[C:12]2[C:17](=[CH:18][CH:19]=1)[C:16](=[O:20])[NH:15][C:14](=[O:21])[C:13]2=[CH:22][NH:1][CH2:2][CH:3]1[CH2:4][CH2:5][C:6](=[O:8])[NH:7]1. The yield is 0.580. (4) The reactants are [Br:1][C:2]1[CH:3]=[C:4]2[C:8](=[CH:9][CH:10]=1)[NH:7][C:6](=[O:11])[CH2:5]2.[N:12]1([CH2:17][CH2:18][NH:19][C:20]([C:22]2[C:26]([C:27]3[CH:32]=[CH:31][CH:30]=[CH:29][CH:28]=3)=[C:25]([CH:33]=O)[NH:24][C:23]=2[CH3:35])=[O:21])[CH2:16][CH2:15][CH2:14][CH2:13]1. No catalyst specified. The product is [N:12]1([CH2:17][CH2:18][NH:19][C:20]([C:22]2[C:26]([C:27]3[CH:28]=[CH:29][CH:30]=[CH:31][CH:32]=3)=[C:25]([CH:33]=[C:5]3[C:4]4[C:8](=[CH:9][CH:10]=[C:2]([Br:1])[CH:3]=4)[NH:7][C:6]3=[O:11])[NH:24][C:23]=2[CH3:35])=[O:21])[CH2:13][CH2:14][CH2:15][CH2:16]1. The yield is 0.270. (5) The reactants are [NH2:1][C@H:2]1[CH2:7][CH2:6][C@H:5]([OH:8])[CH2:4][CH2:3]1.[Cl:9][C:10]1[CH:18]=[C:17]2[C:13]([C@@:14]3([C:27]4([CH2:32][CH2:31][C:30]([CH3:34])([CH3:33])[CH2:29][CH2:28]4)[N:26]4[C@@H:21]([C:22](=[O:47])[O:23][C@@H:24]([C:41]5[CH:46]=[CH:45][CH:44]=[CH:43][CH:42]=5)[C@H:25]4[C:35]4[CH:40]=[CH:39][CH:38]=[CH:37][CH:36]=4)[C@@H:20]3[C:48]3[CH:53]=[CH:52][CH:51]=[C:50]([Cl:54])[C:49]=3[F:55])[C:15](=[O:19])[NH:16]2)=[CH:12][CH:11]=1.[Cl-].[NH4+]. The catalyst is O1CCCC1. The yield is 1.00. The product is [Cl:9][C:10]1[CH:18]=[C:17]2[C:13]([C:14]3([C@@H:20]([C:48]4[CH:53]=[CH:52][CH:51]=[C:50]([Cl:54])[C:49]=4[F:55])[C@H:21]([C:22]([NH:1][C@H:2]4[CH2:7][CH2:6][C@H:5]([OH:8])[CH2:4][CH2:3]4)=[O:47])[N:26]([C@H:25]([C:35]4[CH:36]=[CH:37][CH:38]=[CH:39][CH:40]=4)[C@@H:24]([OH:23])[C:41]4[CH:42]=[CH:43][CH:44]=[CH:45][CH:46]=4)[C:27]43[CH2:28][CH2:29][C:30]([CH3:34])([CH3:33])[CH2:31][CH2:32]4)[C:15](=[O:19])[NH:16]2)=[CH:12][CH:11]=1. (6) The reactants are Br[C:2]1[CH:7]=[CH:6][C:5]([S:8][C:9]2[N:14]=[C:13]([CH3:15])[C:12]([CH2:16][O:17][CH2:18][O:19][CH3:20])=[CH:11][CH:10]=2)=[CH:4][C:3]=1[CH3:21].[Li]C(C)(C)C.[C:27](=[O:29])=[O:28].CI.[C:32]([O-])([O-])=O.[K+].[K+]. The catalyst is C1COCC1. The product is [CH3:32][O:28][C:27](=[O:29])[C:2]1[CH:7]=[CH:6][C:5]([S:8][C:9]2[CH:10]=[CH:11][C:12]([CH2:16][O:17][CH2:18][O:19][CH3:20])=[C:13]([CH3:15])[N:14]=2)=[CH:4][C:3]=1[CH3:21]. The yield is 0.400. (7) The reactants are [S:1]1[C:9]2[C:4](=[N:5][CH:6]=[CH:7][CH:8]=2)[N:3]=[C:2]1[O:10][C:11]1[CH:21]=[CH:20][C:14]2[C:15]([CH2:18]O)=[CH:16][O:17][C:13]=2[CH:12]=1.O=S(Cl)[Cl:24]. The catalyst is C(Cl)Cl. The product is [Cl:24][CH2:18][C:15]1[C:14]2[CH:20]=[CH:21][C:11]([O:10][C:2]3[S:1][C:9]4[C:4]([N:3]=3)=[N:5][CH:6]=[CH:7][CH:8]=4)=[CH:12][C:13]=2[O:17][CH:16]=1. The yield is 0.840. (8) The reactants are [OH:1][C:2]1[CH:7]=[CH:6][C:5]([C@@H:8]([C:13]#[C:14][CH3:15])[CH2:9][C:10]([OH:12])=[O:11])=[CH:4][CH:3]=1.S(=O)(=O)(O)O.[CH2:21](O)[CH3:22]. No catalyst specified. The product is [OH:1][C:2]1[CH:3]=[CH:4][C:5]([C@@H:8]([C:13]#[C:14][CH3:15])[CH2:9][C:10]([O:12][CH2:21][CH3:22])=[O:11])=[CH:6][CH:7]=1. The yield is 0.932.